This data is from Full USPTO retrosynthesis dataset with 1.9M reactions from patents (1976-2016). The task is: Predict the reactants needed to synthesize the given product. (1) Given the product [F:44][C:45]1[N:46]=[C:47]([NH:1][CH2:2][C@@H:3]([C@@H:5]([NH:10][C:11](=[O:17])[O:12][C:13]([CH3:16])([CH3:15])[CH3:14])[CH2:6][CH2:7][CH2:8][CH3:9])[OH:4])[CH:48]=[CH:49][CH:50]=1, predict the reactants needed to synthesize it. The reactants are: [NH2:1][CH2:2][C@@H:3]([C@@H:5]([NH:10][C:11](=[O:17])[O:12][C:13]([CH3:16])([CH3:15])[CH3:14])[CH2:6][CH2:7][CH2:8][CH3:9])[OH:4].NC[C@H]([C@@H](NC(=O)OC(C)(C)C)CCCC)O.C(N(CC)C(C)C)(C)C.[F:44][C:45]1[CH:50]=[CH:49][CH:48]=[C:47](F)[N:46]=1. (2) Given the product [Br:23][C:20]1[CH:21]=[CH:22][C:17]([C:15](=[O:16])[CH2:14][C:4](=[O:6])[C:3]2[CH:2]=[CH:10][C:9]([Br:11])=[CH:8][CH:7]=2)=[CH:18][CH:19]=1, predict the reactants needed to synthesize it. The reactants are: C[C:2]1[CH:10]=[C:9]([Br:11])[CH:8]=[CH:7][C:3]=1[C:4]([OH:6])=O.[H-].[Na+].[CH3:14][C:15]([C:17]1[CH:22]=[CH:21][C:20]([Br:23])=[CH:19][CH:18]=1)=[O:16].CO. (3) The reactants are: [Cr](Cl)([O-])(=O)=O.[NH+]1C=CC=CC=1.[N:12]1[CH:17]=[CH:16][C:15]([CH:18]([OH:22])[CH2:19][CH2:20][CH3:21])=[CH:14][CH:13]=1.CCOCC. Given the product [N:12]1[CH:17]=[CH:16][C:15]([C:18]([CH2:19][CH2:20][CH3:21])=[O:22])=[CH:14][CH:13]=1, predict the reactants needed to synthesize it. (4) Given the product [CH:22]1([C:3]2[C:4]3[S:14][C:13]([C:15]([O:17][C:18]([CH3:21])([CH3:20])[CH3:19])=[O:16])=[CH:12][C:5]=3[N:6]([CH2:7][C:8]([O:10][CH3:11])=[O:9])[C:2]=2[C:31]2[CH:32]=[CH:33][C:34]([O:36][CH3:37])=[CH:35][C:30]=2[CH:28]=[O:29])[CH2:27][CH2:26][CH2:25][CH2:24][CH2:23]1, predict the reactants needed to synthesize it. The reactants are: Br[C:2]1[N:6]([CH2:7][C:8]([O:10][CH3:11])=[O:9])[C:5]2[CH:12]=[C:13]([C:15]([O:17][C:18]([CH3:21])([CH3:20])[CH3:19])=[O:16])[S:14][C:4]=2[C:3]=1[CH:22]1[CH2:27][CH2:26][CH2:25][CH2:24][CH2:23]1.[CH:28]([C:30]1[CH:35]=[C:34]([O:36][CH3:37])[CH:33]=[CH:32][C:31]=1B(O)O)=[O:29].C([O-])([O-])=O.[Na+].[Na+].